Dataset: NCI-60 drug combinations with 297,098 pairs across 59 cell lines. Task: Regression. Given two drug SMILES strings and cell line genomic features, predict the synergy score measuring deviation from expected non-interaction effect. (1) Drug 1: C1=C(C(=O)NC(=O)N1)F. Drug 2: C1=CN(C(=O)N=C1N)C2C(C(C(O2)CO)O)O.Cl. Cell line: OVCAR-8. Synergy scores: CSS=47.1, Synergy_ZIP=-8.34, Synergy_Bliss=-8.94, Synergy_Loewe=-2.20, Synergy_HSA=-0.370. (2) Drug 1: CC12CCC3C(C1CCC2=O)CC(=C)C4=CC(=O)C=CC34C. Drug 2: CC1=C(C=C(C=C1)C(=O)NC2=CC(=CC(=C2)C(F)(F)F)N3C=C(N=C3)C)NC4=NC=CC(=N4)C5=CN=CC=C5. Cell line: HCT116. Synergy scores: CSS=41.5, Synergy_ZIP=-0.0574, Synergy_Bliss=-2.49, Synergy_Loewe=-2.40, Synergy_HSA=-2.63.